Task: Predict which catalyst facilitates the given reaction.. Dataset: Catalyst prediction with 721,799 reactions and 888 catalyst types from USPTO Reactant: [C:1]([O:13]C)(=O)[C:2]1[CH:11]=[CH:10][CH:9]=[C:4]([C:5]([O:7][CH3:8])=[O:6])[CH:3]=1.[CH3:15][C:16]([CH3:18])=[O:17].[H-].[Na+].Cl. Product: [CH3:8][O:7][C:5](=[O:6])[C:4]1[CH:9]=[CH:10][CH:11]=[C:2]([C:1](=[O:13])[CH2:15][C:16](=[O:17])[CH3:18])[CH:3]=1. The catalyst class is: 93.